This data is from Full USPTO retrosynthesis dataset with 1.9M reactions from patents (1976-2016). The task is: Predict the reactants needed to synthesize the given product. (1) Given the product [Cl:32][C:33]1[CH:38]=[C:37]([C:39]([F:40])([F:41])[F:42])[CH:36]=[CH:35][C:34]=1[C:2]1[C:11]2[C:6](=[CH:7][C:8]([S:12]([NH:15][C:16]3[S:17][CH:18]=[CH:19][N:20]=3)(=[O:13])=[O:14])=[CH:9][CH:10]=2)[N:5]=[CH:4][N:3]=1, predict the reactants needed to synthesize it. The reactants are: Cl[C:2]1[C:11]2[C:6](=[CH:7][C:8]([S:12]([N:15](CC3C=CC(OC)=CC=3OC)[C:16]3[S:17][CH:18]=[CH:19][N:20]=3)(=[O:14])=[O:13])=[CH:9][CH:10]=2)[N:5]=[CH:4][N:3]=1.[Cl:32][C:33]1[CH:38]=[C:37]([C:39]([F:42])([F:41])[F:40])[CH:36]=[CH:35][C:34]=1B(O)O.C(=O)([O-])[O-].[K+].[K+]. (2) Given the product [Cl:1][C:2]1[CH:7]=[CH:6][CH:5]=[CH:4][C:3]=1[N:8]1[C:9](/[CH:23]=[CH:24]/[C:25]2[O:38][C:29]([C:30]3[CH:31]=[CH:32][C:33]([Cl:70])=[CH:34][CH:35]=3)=[N:28][N:27]=2)=[N:10][N:11]=[C:12]1[C:13]1[CH:18]=[CH:17][C:16]([S:19]([CH3:22])(=[O:21])=[O:20])=[CH:15][N:14]=1, predict the reactants needed to synthesize it. The reactants are: [Cl:1][C:2]1[CH:7]=[CH:6][CH:5]=[CH:4][C:3]=1[N:8]1[C:12]([C:13]2[CH:18]=[CH:17][C:16]([S:19]([CH3:22])(=[O:21])=[O:20])=[CH:15][N:14]=2)=[N:11][N:10]=[C:9]1/[CH:23]=[CH:24]/[C:25]([NH:27][NH:28][C:29](=[O:38])[C:30]1[CH:35]=[CH:34][C:33](C#N)=[CH:32][CH:31]=1)=O.C1(P(C2C=CC=CC=2)C2C=CC=CC=2)C=CC=CC=1.C(Br)(Br)(Br)Br.C(N(CC)CC)C.[Cl:70]CCl. (3) Given the product [F:1][C:2]1[CH:3]=[CH:4][C:5]([N:8]2[C:11](=[O:12])[C@H:10]([S:13][CH2:14][CH:15]([C:17]3[CH:18]=[CH:19][C:20]([F:23])=[CH:21][CH:22]=3)[OH:16])[C@H:9]2[C:24]2[CH:39]=[CH:38][C:27]([O:28][CH2:29][C:30]([NH:32][C@@H:33]([C:35]([OH:37])=[O:36])[CH3:34])=[O:31])=[CH:26][CH:25]=2)=[CH:6][CH:7]=1, predict the reactants needed to synthesize it. The reactants are: [F:1][C:2]1[CH:7]=[CH:6][C:5]([N:8]2[C:11](=[O:12])[C@H:10]([S:13][CH2:14][C:15]([C:17]3[CH:22]=[CH:21][C:20]([F:23])=[CH:19][CH:18]=3)=[O:16])[C@H:9]2[C:24]2[CH:39]=[CH:38][C:27]([O:28][CH2:29][C:30]([NH:32][C@@H:33]([C:35]([OH:37])=[O:36])[CH3:34])=[O:31])=[CH:26][CH:25]=2)=[CH:4][CH:3]=1.C([O-])(=O)C.[NH4+].O. (4) Given the product [Br:1][C:2]1[CH:6]=[C:5]([C:7]([NH:8][C:9]2[C:17]([CH3:18])=[CH:16][C:15]([Cl:19])=[CH:14][C:10]=2[C:11]([N:28]([CH3:27])[NH2:29])=[O:13])=[O:12])[N:4]([C:20]2[C:25]([Cl:26])=[CH:24][CH:23]=[CH:22][N:21]=2)[N:3]=1, predict the reactants needed to synthesize it. The reactants are: [Br:1][C:2]1[CH:6]=[C:5]([C:7]2[O:12][C:11](=[O:13])[C:10]3[CH:14]=[C:15]([Cl:19])[CH:16]=[C:17]([CH3:18])[C:9]=3[N:8]=2)[N:4]([C:20]2[C:25]([Cl:26])=[CH:24][CH:23]=[CH:22][N:21]=2)[N:3]=1.[CH3:27][NH:28][NH2:29].O1CCCC1. (5) Given the product [NH2:19][CH2:18][CH:15]1[CH2:14][CH2:13][CH:12]([NH:11][C:4]2[N:3]=[C:2]([NH:36][C:29]3[CH:30]=[CH:31][C:32]([O:34][CH3:35])=[CH:33][C:28]=3[O:27][CH3:26])[N:10]=[C:9]3[C:5]=2[N:6]=[CH:7][NH:8]3)[CH2:17][CH2:16]1, predict the reactants needed to synthesize it. The reactants are: Cl[C:2]1[N:10]=[C:9]2[C:5]([N:6]=[CH:7][NH:8]2)=[C:4]([NH:11][CH:12]2[CH2:17][CH2:16][CH:15]([CH2:18][NH:19]C(=O)C(F)(F)F)[CH2:14][CH2:13]2)[N:3]=1.[CH3:26][O:27][C:28]1[CH:33]=[C:32]([O:34][CH3:35])[CH:31]=[CH:30][C:29]=1[NH2:36].